From a dataset of Catalyst prediction with 721,799 reactions and 888 catalyst types from USPTO. Predict which catalyst facilitates the given reaction. (1) Reactant: [C:1]([O:5][C:6](=[O:22])[NH:7][C:8]1[C:9]([CH3:21])=[CH:10][C:11]2[O:15][C:14]([CH3:17])([CH3:16])[C:13](=[O:18])[C:12]=2[C:19]=1[CH3:20])([CH3:4])([CH3:3])[CH3:2].[Br:23]N1C(=O)CCC1=O.O. Product: [Br:23][C:10]1[C:11]2[O:15][C:14]([CH3:16])([CH3:17])[C:13](=[O:18])[C:12]=2[C:19]([CH3:20])=[C:8]([NH:7][C:6](=[O:22])[O:5][C:1]([CH3:4])([CH3:2])[CH3:3])[C:9]=1[CH3:21]. The catalyst class is: 10. (2) Reactant: [C:1]([C:3]1[CH:4]=[C:5]([NH:10][C:11]2[N:19]=[CH:18][CH:17]=[CH:16][C:12]=2[C:13]([OH:15])=O)[CH:6]=[CH:7][C:8]=1[F:9])#[N:2].[CH3:20][C:21]([NH2:25])([C:23]#[CH:24])[CH3:22].C1C=CC2N(O)N=NC=2C=1.CCN=C=NCCCN(C)C.CCN(C(C)C)C(C)C. Product: [C:1]([C:3]1[CH:4]=[C:5]([NH:10][C:11]2[N:19]=[CH:18][CH:17]=[CH:16][C:12]=2[C:13]([NH:25][C:21]([CH3:22])([C:23]#[CH:24])[CH3:20])=[O:15])[CH:6]=[CH:7][C:8]=1[F:9])#[N:2]. The catalyst class is: 2. (3) Reactant: [NH2:1][C@@H:2]([CH2:24][C:25]1[CH:30]=[CH:29][CH:28]=[CH:27][CH:26]=1)[CH2:3][C@H:4]([OH:23])[C@@H:5]([NH:13][C:14](=[O:22])[O:15][CH2:16][C:17]1[S:21][CH:20]=[N:19][CH:18]=1)[CH2:6][C:7]1[CH:12]=[CH:11][CH:10]=[CH:9][CH:8]=1.[CH3:31][N:32]([CH3:36])[C:33](Cl)=[O:34]. Product: [CH2:6]([C@H:5]([NH:13][C:14](=[O:22])[O:15][CH2:16][C:17]1[S:21][CH:20]=[N:19][CH:18]=1)[C@@H:4]([OH:23])[CH2:3][C@@H:2]([NH:1][C:33]([N:32]([CH3:36])[CH3:31])=[O:34])[CH2:24][C:25]1[CH:26]=[CH:27][CH:28]=[CH:29][CH:30]=1)[C:7]1[CH:12]=[CH:11][CH:10]=[CH:9][CH:8]=1. The catalyst class is: 241.